Dataset: Forward reaction prediction with 1.9M reactions from USPTO patents (1976-2016). Task: Predict the product of the given reaction. (1) Given the reactants [CH:1]([C:3]1[CH:8]=[C:7]([O:9][CH:10]([C:15]2[CH:28]=[CH:27][C:18]([C:19]([NH:21][CH2:22][CH2:23][C:24](O)=[O:25])=[O:20])=[CH:17][CH:16]=2)[CH2:11][CH:12]([CH3:14])[CH3:13])[CH:6]=[CH:5][C:4]=1[C:29]1[CH:34]=[CH:33][C:32]([CH:35]([CH3:37])[CH3:36])=[CH:31][CH:30]=1)=O.Cl.[NH2:39][OH:40].[CH3:41][OH:42], predict the reaction product. The product is: [CH3:41][O:42][C:24](=[O:25])[CH2:23][CH2:22][NH:21][C:19](=[O:20])[C:18]1[CH:17]=[CH:16][C:15]([CH:10]([O:9][C:7]2[CH:6]=[CH:5][C:4]([C:29]3[CH:30]=[CH:31][C:32]([CH:35]([CH3:36])[CH3:37])=[CH:33][CH:34]=3)=[C:3]([CH:1]=[N:39][OH:40])[CH:8]=2)[CH2:11][CH:12]([CH3:14])[CH3:13])=[CH:28][CH:27]=1. (2) The product is: [O:1]=[C:2]1[CH2:7][N:6]([C:35](=[O:36])[CH2:34][N:31]2[C:32]3[C:28](=[CH:27][CH:26]=[C:25]([C:24]([F:38])([F:23])[F:39])[CH:33]=3)[CH:29]=[CH:30]2)[CH2:5][CH2:4][N:3]1[C:8]1[CH:9]=[CH:10][C:11]([S:14]([NH:17][C:18]2[S:19][CH:20]=[CH:21][N:22]=2)(=[O:16])=[O:15])=[CH:12][CH:13]=1. Given the reactants [O:1]=[C:2]1[CH2:7][NH:6][CH2:5][CH2:4][N:3]1[C:8]1[CH:13]=[CH:12][C:11]([S:14]([NH:17][C:18]2[S:19][CH:20]=[CH:21][N:22]=2)(=[O:16])=[O:15])=[CH:10][CH:9]=1.[F:23][C:24]([F:39])([F:38])[C:25]1[CH:33]=[C:32]2[C:28]([CH:29]=[CH:30][N:31]2[CH2:34][C:35](O)=[O:36])=[CH:27][CH:26]=1.CN(C(ON1N=NC2C=CC=NC1=2)=[N+](C)C)C.F[P-](F)(F)(F)(F)F.C(=O)(O)[O-].[Na+].Cl.S1C(N)=NC=N1, predict the reaction product. (3) Given the reactants [CH3:1][O:2][C:3]1[CH:8]=[CH:7][C:6]([N:9]([CH2:11][CH2:12][O:13][CH3:14])[CH3:10])=[CH:5][C:4]=1[NH2:15].[C:16]([N:24]=[C:25]=[S:26])(=[O:23])[C:17]1[CH:22]=[CH:21][CH:20]=[CH:19][CH:18]=1, predict the reaction product. The product is: [C:16]([NH:24][C:25]([NH:15][C:4]1[CH:5]=[C:6]([N:9]([CH2:11][CH2:12][O:13][CH3:14])[CH3:10])[CH:7]=[CH:8][C:3]=1[O:2][CH3:1])=[S:26])(=[O:23])[C:17]1[CH:22]=[CH:21][CH:20]=[CH:19][CH:18]=1. (4) Given the reactants [CH3:1][O:2][C:3]1[C:4]([N+:21]([O-:23])=[O:22])=[C:5]([CH:18]=[CH:19][CH:20]=1)[CH:6]=[C:7]([C:13]([O:15][CH2:16][CH3:17])=[O:14])[C:8]([O:10][CH2:11][CH3:12])=[O:9].COC1C([N+]([O-])=O)=C(C=CC=1)C=O.CO[CH2:39][N:40]([CH2:46][C:47]1[CH:52]=[CH:51][CH:50]=[CH:49][CH:48]=1)[CH2:41][Si](C)(C)C.FC(F)(F)C(O)=O, predict the reaction product. The product is: [CH2:46]([N:40]1[CH2:41][CH:6]([C:5]2[CH:18]=[CH:19][CH:20]=[C:3]([O:2][CH3:1])[C:4]=2[N+:21]([O-:23])=[O:22])[C:7]([C:8]([O:10][CH2:11][CH3:12])=[O:9])([C:13]([O:15][CH2:16][CH3:17])=[O:14])[CH2:39]1)[C:47]1[CH:52]=[CH:51][CH:50]=[CH:49][CH:48]=1. (5) Given the reactants C([O:3][C:4](=O)[CH:5]([NH:18][C:19]([C:21]1[C:26]2[O:27][CH2:28][CH2:29][CH2:30][CH2:31][C:25]=2[CH:24]=[C:23]([C:32]2[CH:37]=[C:36]([C:38](=[O:41])[NH:39][CH3:40])[CH:35]=[C:34]([F:42])[CH:33]=2)[CH:22]=1)=[O:20])[CH2:6][C:7]1[C:15]2[C:10](=[CH:11][C:12]([F:17])=[C:13]([F:16])[CH:14]=2)[NH:9][CH:8]=1)C.[BH4-].[Li+].CO, predict the reaction product. The product is: [F:16][C:13]1[CH:14]=[C:15]2[C:10](=[CH:11][C:12]=1[F:17])[NH:9][CH:8]=[C:7]2[CH2:6][CH:5]([NH:18][C:19]([C:21]1[C:26]2[O:27][CH2:28][CH2:29][CH2:30][CH2:31][C:25]=2[CH:24]=[C:23]([C:32]2[CH:37]=[C:36]([C:38](=[O:41])[NH:39][CH3:40])[CH:35]=[C:34]([F:42])[CH:33]=2)[CH:22]=1)=[O:20])[CH2:4][OH:3]. (6) Given the reactants [CH2:1]([N:5]1[C:9]2[C:10](=[O:16])[NH:11][N:12]([CH3:15])[C:13](=[O:14])[C:8]=2[N:7]=[C:6]1[N:17]1[CH2:22][CH2:21][CH2:20][C@@H:19]([NH:23][C:24]([O:26][C:27]([CH3:30])([CH3:29])[CH3:28])=[O:25])[CH2:18]1)[C:2]#[C:3][CH3:4].C(=O)([O-])[O-].[K+].[K+].[CH3:37][C:38]1[N:39]=[C:40]([CH2:48]Cl)[C:41]2[C:46]([CH:47]=1)=[CH:45][CH:44]=[CH:43][CH:42]=2.O, predict the reaction product. The product is: [CH2:1]([N:5]1[C:9]2[C:10](=[O:16])[N:11]([CH2:48][C:40]3[C:41]4[C:46](=[CH:45][CH:44]=[CH:43][CH:42]=4)[CH:47]=[C:38]([CH3:37])[N:39]=3)[N:12]([CH3:15])[C:13](=[O:14])[C:8]=2[N:7]=[C:6]1[N:17]1[CH2:22][CH2:21][CH2:20][C@@H:19]([NH:23][C:24]([O:26][C:27]([CH3:30])([CH3:29])[CH3:28])=[O:25])[CH2:18]1)[C:2]#[C:3][CH3:4].